From a dataset of Forward reaction prediction with 1.9M reactions from USPTO patents (1976-2016). Predict the product of the given reaction. (1) Given the reactants [CH3:1][CH:2]([CH3:6])[CH2:3][CH2:4][NH2:5].[N:7]1[CH:8]=[CH:9][N:10]2[CH:15]=[C:14]([CH2:16][NH:17][C:18]([C:20]3[CH:28]=[CH:27][C:23]([C:24](O)=[O:25])=[CH:22][CH:21]=3)=[O:19])[CH:13]=[CH:12][C:11]=12.[N+](C1C=CC(C(O)=O)=CC=1)([O-])=O, predict the reaction product. The product is: [N:7]1[CH:8]=[CH:9][N:10]2[CH:15]=[C:14]([CH2:16][NH:17][C:18]([C:20]3[CH:28]=[CH:27][C:23]([C:24]([NH:5][CH2:4][CH2:3][CH:2]([CH3:6])[CH3:1])=[O:25])=[CH:22][CH:21]=3)=[O:19])[CH:13]=[CH:12][C:11]=12. (2) Given the reactants [NH2:1][C:2]1[C:7]([N+:8]([O-:10])=[O:9])=[C:6]([N:11]([CH2:17][C:18]2[CH:23]=[CH:22][C:21]([CH2:24][P:25]([O:30][CH2:31][CH3:32])([O:27][CH2:28][CH3:29])=[O:26])=[CH:20][CH:19]=2)[C:12](=[O:16])[O:13][CH2:14][CH3:15])[CH:5]=[C:4](Br)[N:3]=1.[H-].[Na+].[CH3:36][O:37][CH2:38][CH2:39][OH:40], predict the reaction product. The product is: [NH2:1][C:2]1[C:7]([N+:8]([O-:10])=[O:9])=[C:6]([N:11]([CH2:17][C:18]2[CH:23]=[CH:22][C:21]([CH2:24][P:25]([O:30][CH2:31][CH3:32])([O:27][CH2:28][CH3:29])=[O:26])=[CH:20][CH:19]=2)[C:12](=[O:16])[O:13][CH2:14][CH3:15])[CH:5]=[C:4]([O:40][CH2:39][CH2:38][O:37][CH3:36])[N:3]=1. (3) Given the reactants [BH4-].[Na+].Cl[C:4]1([F:14])[CH2:6][CH:5]1[C:7]([O:9][C:10]([CH3:13])([CH3:12])[CH3:11])=[O:8], predict the reaction product. The product is: [F:14][CH:4]1[CH2:6][CH:5]1[C:7]([O:9][C:10]([CH3:13])([CH3:12])[CH3:11])=[O:8]. (4) Given the reactants [Cl:1][C:2]1[CH:30]=[CH:29][CH:28]=[CH:27][C:3]=1[CH2:4][C:5]1[CH:6]=[C:7]([NH:16][C:17]2[CH:22]=[CH:21][C:20]([CH2:23][OH:24])=[CH:19][C:18]=2[O:25][CH3:26])[C:8]2[C:9](=[O:15])[NH:10][N:11]=[CH:12][C:13]=2[N:14]=1.CC(OI1(OC(C)=O)(OC(C)=O)OC(=O)C2C=CC=CC1=2)=O, predict the reaction product. The product is: [Cl:1][C:2]1[CH:30]=[CH:29][CH:28]=[CH:27][C:3]=1[CH2:4][C:5]1[CH:6]=[C:7]([NH:16][C:17]2[CH:22]=[CH:21][C:20]([CH:23]=[O:24])=[CH:19][C:18]=2[O:25][CH3:26])[C:8]2[C:9](=[O:15])[NH:10][N:11]=[CH:12][C:13]=2[N:14]=1. (5) Given the reactants F[C:2]1[N:7]=[CH:6][C:5]([C:8]2[N:9]=[C:10]3[CH:15]=[CH:14][C:13]([O:16][CH3:17])=[CH:12][N:11]3[CH:18]=2)=[CH:4][CH:3]=1.[CH3:19][NH2:20], predict the reaction product. The product is: [CH3:17][O:16][C:13]1[CH:14]=[CH:15][C:10]2[N:11]([CH:18]=[C:8]([C:5]3[CH:4]=[CH:3][C:2]([NH:20][CH3:19])=[N:7][CH:6]=3)[N:9]=2)[CH:12]=1. (6) Given the reactants [CH3:1][C:2]1[C:6]([C:7]2[CH:19]=[C:18]([C:20](O)=[O:21])[C:17]3[C:16]4[C:11](=[CH:12][CH:13]=[C:14]([O:23][CH3:24])[CH:15]=4)[N:10]([CH:25]([C:27]4[CH:32]=[CH:31][CH:30]=[CH:29][CH:28]=4)[CH3:26])[C:9]=3[CH:8]=2)=[C:5]([CH3:33])[O:4][N:3]=1.C(Cl)CCl.C1C=CC2N(O)N=[N:44]C=2C=1.[OH-].[NH4+], predict the reaction product. The product is: [CH3:1][C:2]1[C:6]([C:7]2[CH:19]=[C:18]([C:20]([NH2:44])=[O:21])[C:17]3[C:16]4[C:11](=[CH:12][CH:13]=[C:14]([O:23][CH3:24])[CH:15]=4)[N:10]([CH:25]([C:27]4[CH:28]=[CH:29][CH:30]=[CH:31][CH:32]=4)[CH3:26])[C:9]=3[CH:8]=2)=[C:5]([CH3:33])[O:4][N:3]=1. (7) Given the reactants [Br:1][C:2]1[CH:3]=[CH:4][CH:5]=[C:6]2[C:11]=1[CH:10]=[C:9]([OH:12])[CH:8]=[CH:7]2.[C:13]([C@@H:17]1[CH2:22][CH2:21][C@H:20](O)[CH2:19][CH2:18]1)([CH3:16])([CH3:15])[CH3:14].C1C=CC(P(C2C=CC=CC=2)C2C=CC=CC=2)=CC=1.CC(OC(/N=N/C(OC(C)C)=O)=O)C, predict the reaction product. The product is: [Br:1][C:2]1[C:11]2[C:6](=[CH:7][CH:8]=[C:9]([O:12][C@H:20]3[CH2:21][CH2:22][C@H:17]([C:13]([CH3:16])([CH3:15])[CH3:14])[CH2:18][CH2:19]3)[CH:10]=2)[CH:5]=[CH:4][CH:3]=1. (8) Given the reactants [NH2:1][CH:2]([CH2:6][C:7]1[CH:12]=[CH:11][C:10]([Br:13])=[CH:9][CH:8]=1)[C:3]([OH:5])=[O:4].S(Cl)(Cl)=O.[CH3:18]O, predict the reaction product. The product is: [NH2:1][CH:2]([CH2:6][C:7]1[CH:8]=[CH:9][C:10]([Br:13])=[CH:11][CH:12]=1)[C:3]([O:5][CH3:18])=[O:4]. (9) Given the reactants [OH:1][CH2:2][C@H:3]1[NH:6][C:5](=[O:7])[CH2:4]1.CN1C=CN=C1.[C:14]1([CH3:24])[CH:19]=[CH:18][C:17]([S:20](Cl)(=[O:22])=[O:21])=[CH:16][CH:15]=1.C(OCC)C, predict the reaction product. The product is: [CH3:24][C:14]1[CH:19]=[CH:18][C:17]([S:20]([O:1][CH2:2][C@@H:3]2[CH2:4][C:5](=[O:7])[NH:6]2)(=[O:22])=[O:21])=[CH:16][CH:15]=1.